From a dataset of Reaction yield outcomes from USPTO patents with 853,638 reactions. Predict the reaction yield, written as a fraction of the theoretical maximum amount of product (1.0 means a 100% yield; for example, 0.34 means a 34% yield). (1) The reactants are Br[C:2]1[CH:7]=[CH:6][C:5]([N:8]([C:13]2[C:32]([CH:33]3[CH2:35][CH2:34]3)=[CH:31][C:16]3[C:17]([C:27]([NH:29][CH3:30])=[O:28])=[C:18]([C:20]4[CH:25]=[CH:24][C:23]([F:26])=[CH:22][CH:21]=4)[O:19][C:15]=3[CH:14]=2)[S:9]([CH3:12])(=[O:11])=[O:10])=[CH:4][CH:3]=1.C([O-])(=O)C.[K+].[B:41]1([B:41]2[O:45][C:44]([CH3:47])([CH3:46])[C:43]([CH3:49])([CH3:48])[O:42]2)[O:45][C:44]([CH3:47])([CH3:46])[C:43]([CH3:49])([CH3:48])[O:42]1. The catalyst is O1CCOCC1. The product is [CH:33]1([C:32]2[C:13]([N:8]([C:5]3[CH:6]=[CH:7][C:2]([B:41]4[O:45][C:44]([CH3:47])([CH3:46])[C:43]([CH3:49])([CH3:48])[O:42]4)=[CH:3][CH:4]=3)[S:9]([CH3:12])(=[O:11])=[O:10])=[CH:14][C:15]3[O:19][C:18]([C:20]4[CH:25]=[CH:24][C:23]([F:26])=[CH:22][CH:21]=4)=[C:17]([C:27]([NH:29][CH3:30])=[O:28])[C:16]=3[CH:31]=2)[CH2:35][CH2:34]1. The yield is 0.940. (2) The reactants are [Cl:1][C:2]1[CH:7]=[C:6]2[NH:8][C:9](=[O:31])[C:10]3([CH:15]([C:16]4[CH:21]=[C:20]([C:22](F)=[O:23])[CH:19]=[C:18]([Cl:25])[CH:17]=4)[CH2:14][C:13](=[O:26])[NH:12][CH:11]3[C:27](=[CH2:30])[CH2:28][CH3:29])[C:5]2=[CH:4][CH:3]=1.[CH3:32][S:33]([N:36]1[CH2:41][CH2:40][NH:39][CH2:38][CH2:37]1)(=[O:35])=[O:34].CN1CCOCC1. The catalyst is CN(C)C1C=CN=CC=1.O1CCCC1. The product is [Cl:1][C:2]1[CH:7]=[C:6]2[NH:8][C:9](=[O:31])[C:10]3([CH:15]([C:16]4[CH:21]=[C:20]([C:22]([N:39]5[CH2:40][CH2:41][N:36]([S:33]([CH3:32])(=[O:35])=[O:34])[CH2:37][CH2:38]5)=[O:23])[CH:19]=[C:18]([Cl:25])[CH:17]=4)[CH2:14][C:13](=[O:26])[NH:12][CH:11]3[C:27](=[CH2:30])[CH2:28][CH3:29])[C:5]2=[CH:4][CH:3]=1. The yield is 0.920. (3) The product is [CH3:22][O:15][C:14](=[O:16])[CH2:13][C:10]1[CH:9]=[CH:8][C:7]([N:1]2[CH2:2][CH2:3][O:4][CH2:5][CH2:6]2)=[CH:12][CH:11]=1. The reactants are [N:1]1([C:7]2[CH:12]=[CH:11][C:10]([CH2:13][C:14]([OH:16])=[O:15])=[CH:9][CH:8]=2)[CH2:6][CH2:5][O:4][CH2:3][CH2:2]1.S(=O)(=O)(O)O.[CH3:22]O. No catalyst specified. The yield is 0.420. (4) The reactants are [CH3:1][O:2][C:3]([C:5]1[CH:9]=[C:8]([O:10][CH3:11])[N:7]([C:12]2[CH:17]=[CH:16][CH:15]=[CH:14][C:13]=2[F:18])[N:6]=1)=[O:4].[F:19][B-](F)(F)F.F[B-](F)(F)F.Cl[N+]12CC[N+](F)(CC1)CC2C.C(OCC)C.Cl. The catalyst is C(#N)C.O. The product is [CH3:1][O:2][C:3]([C:5]1[C:9]([F:19])=[C:8]([O:10][CH3:11])[N:7]([C:12]2[CH:17]=[CH:16][CH:15]=[CH:14][C:13]=2[F:18])[N:6]=1)=[O:4]. The yield is 0.330. (5) The reactants are [H-].[Na+].[OH:3][C:4]1[CH:5]=[C:6]2[C:10](=[CH:11][CH:12]=1)[C:9](=[O:13])[NH:8][C:7]2=[O:14].F[C:16]1[CH:21]=[CH:20][C:19]([N+:22]([O-:24])=[O:23])=[CH:18][CH:17]=1. The catalyst is CN(C=O)C.O. The product is [N+:22]([C:19]1[CH:20]=[CH:21][C:16]([O:3][C:4]2[CH:5]=[C:6]3[C:10](=[CH:11][CH:12]=2)[C:9](=[O:13])[NH:8][C:7]3=[O:14])=[CH:17][CH:18]=1)([O-:24])=[O:23]. The yield is 0.620. (6) The reactants are [CH3:1][C@@H:2]1[CH2:6][C@@H:5]([CH:7]2[CH2:9][N@@:8]2[S:10]([C:13]2[CH:18]=[CH:17][CH:16]=[CH:15][C:14]=2[N+:19]([O-:21])=[O:20])(=[O:12])=[O:11])[O:4][C:3]1=[O:22].[Cl:23][C:24]1[CH:29]=[CH:28][C:27]([F:30])=[CH:26][C:25]=1[N:31]1[CH2:36][C:35]([CH3:38])([CH3:37])[NH:34][CH2:33][C:32]1=[O:39]. The catalyst is C1(C)C=CC=CC=1. The product is [Cl:23][C:24]1[CH:29]=[CH:28][C:27]([F:30])=[CH:26][C:25]=1[N:31]1[C:32](=[O:39])[CH2:33][N:34]([CH2:9][C@H:7]([NH:8][S:10]([C:13]2[CH:18]=[CH:17][CH:16]=[CH:15][C:14]=2[N+:19]([O-:21])=[O:20])(=[O:12])=[O:11])[C@@H:5]2[CH2:6][C@@H:2]([CH3:1])[C:3](=[O:22])[O:4]2)[C:35]([CH3:38])([CH3:37])[CH2:36]1. The yield is 0.940.